Dataset: HIV replication inhibition screening data with 41,000+ compounds from the AIDS Antiviral Screen. Task: Binary Classification. Given a drug SMILES string, predict its activity (active/inactive) in a high-throughput screening assay against a specified biological target. The compound is CC(C)O.CC1OC(OC2C(Oc3cc(O)c4c(c3)OC(c3ccc(O)cc3)CC4=O)OC(CO)C(O)C2O)C(O)C(O)C1O. The result is 0 (inactive).